Dataset: Reaction yield outcomes from USPTO patents with 853,638 reactions. Task: Predict the reaction yield, written as a fraction of the theoretical maximum amount of product (1.0 means a 100% yield; for example, 0.34 means a 34% yield). (1) The reactants are [C:1]([O:5][C:6]([NH:8][C@@H:9]([CH2:14][CH2:15][S:16][CH3:17])[C:10](OC)=[O:11])=[O:7])([CH3:4])([CH3:3])[CH3:2].[NH2:18][OH:19]. The catalyst is O1CCOCC1.C(OCC)(=O)C. The product is [OH:19][NH:18][C:10](=[O:11])[C@@H:9]([NH:8][C:6](=[O:7])[O:5][C:1]([CH3:4])([CH3:3])[CH3:2])[CH2:14][CH2:15][S:16][CH3:17]. The yield is 0.330. (2) The reactants are [NH2:1][C:2]1[CH:10]=[CH:9][CH:8]=[C:7]2[C:3]=1[CH2:4][N:5]([CH:12]([CH2:17]C(O)=O)[CH2:13][C:14](O)=O)[C:6]2=[O:11].[NH2:21][C:22](N)=[O:23].CN(C)C=[O:28]. No catalyst specified. The product is [NH2:1][C:2]1[CH:10]=[CH:9][CH:8]=[C:7]2[C:3]=1[CH2:4][N:5]([CH:12]1[CH2:13][CH2:14][C:22](=[O:23])[NH:21][C:17]1=[O:28])[C:6]2=[O:11]. The yield is 0.300. (3) The reactants are [Br:1][C:2]1[N:7]=[CH:6][C:5]([CH2:8][OH:9])=[C:4]([I:10])[CH:3]=1.[Cr](O[Cr]([O-])(=O)=O)([O-])(=O)=O.[NH+]1C=CC=CC=1.[NH+]1C=CC=CC=1. The catalyst is C(Cl)Cl. The product is [Br:1][C:2]1[CH:3]=[C:4]([I:10])[C:5]([CH:8]=[O:9])=[CH:6][N:7]=1. The yield is 0.600. (4) The reactants are [N+:1]([C:4]1[CH:10]=[CH:9][C:8]([C:11]([F:14])([F:13])[F:12])=[CH:7][C:5]=1[NH2:6])([O-:3])=[O:2].O[CH2:16][CH:17]([CH2:19]O)O.[Na+].[N+](C1C=C(S([O-])(=O)=O)C=CC=1)([O-])=O. No catalyst specified. The product is [N+:1]([C:4]1[CH:10]=[CH:9][C:8]([C:11]([F:12])([F:13])[F:14])=[C:7]2[C:5]=1[N:6]=[CH:19][CH:17]=[CH:16]2)([O-:3])=[O:2]. The yield is 0.800. (5) The reactants are [Br:1][C:2]1[CH:7]=[CH:6][C:5]([N+:8]([O-:10])=[O:9])=[C:4](F)[CH:3]=1.[O-:12][CH2:13][CH3:14].[Na+]. The catalyst is CCO.C(Cl)Cl. The product is [CH2:13]([O:12][C:4]1[CH:3]=[C:2]([Br:1])[CH:7]=[CH:6][C:5]=1[N+:8]([O-:10])=[O:9])[CH3:14]. The yield is 0.950. (6) The reactants are [CH2:1]([N:8]1[CH:16]=[C:15]2[C:10]([CH:11]=[C:12]([C:17]3[CH:18]=[C:19]([CH:27]4CCN[CH2:29][CH2:28]4)[N:20]4[C:25]=3[C:24]([NH2:26])=[N:23][CH:22]=[N:21]4)[CH:13]=[CH:14]2)=[N:9]1)[C:2]1[CH:7]=[CH:6][CH:5]=[CH:4][CH:3]=1.Cl[CH2:34][C:35]([N:37]([CH3:39])[CH3:38])=[O:36].C(N(CC)C(C)C)(C)C.C[N:50]([CH:52]=O)[CH3:51]. No catalyst specified. The product is [NH2:26][C:24]1[C:25]2=[C:17]([C:12]3[CH:13]=[CH:14][C:15]4[C:10]([CH:11]=3)=[N:9][N:8]([CH2:1][C:2]3[CH:7]=[CH:6][CH:5]=[CH:4][CH:3]=3)[CH:16]=4)[CH:18]=[C:19]([CH:27]3[CH2:28][CH2:29][CH2:52][N:50]([CH2:34][C:35]([N:37]([CH3:39])[CH3:38])=[O:36])[CH2:51]3)[N:20]2[N:21]=[CH:22][N:23]=1. The yield is 0.190. (7) The reactants are [CH3:1][N:2]1[CH:6]=[CH:5][CH:4]=[C:3]1[C:7]1[C:11]2[CH:12]=[C:13]([N:16]3[C:21](=[O:22])[CH:20]=[C:19]([C:23]([F:26])([F:25])[F:24])[NH:18][C:17]3=[O:27])[CH:14]=[CH:15][C:10]=2[S:9][N:8]=1.[C:28](=O)([O-])[O-].[K+].[K+].IC. The catalyst is CN(C)C=O. The product is [CH3:28][N:18]1[C:19]([C:23]([F:26])([F:25])[F:24])=[CH:20][C:21](=[O:22])[N:16]([C:13]2[CH:14]=[CH:15][C:10]3[S:9][N:8]=[C:7]([C:3]4[N:2]([CH3:1])[CH:6]=[CH:5][CH:4]=4)[C:11]=3[CH:12]=2)[C:17]1=[O:27]. The yield is 0.214.